From a dataset of Full USPTO retrosynthesis dataset with 1.9M reactions from patents (1976-2016). Predict the reactants needed to synthesize the given product. Given the product [CH3:22][S:19]([O:18][CH2:17][CH2:16][N:4]1[CH2:5][CH2:6][C@H:7]([NH:8][C:9]([O:10][C:11]([CH3:13])([CH3:14])[CH3:12])=[O:15])[C@H:2]([F:1])[CH2:3]1)(=[O:21])=[O:20], predict the reactants needed to synthesize it. The reactants are: [F:1][C@H:2]1[C@@H:7]([NH:8][C:9](=[O:15])[O:10][C:11]([CH3:14])([CH3:13])[CH3:12])[CH2:6][CH2:5][N:4]([CH2:16][CH2:17][OH:18])[CH2:3]1.[S:19](Cl)([CH3:22])(=[O:21])=[O:20].CS(OCCN1CCC(N=[N+]=[N-])C(O[Si](C(C)(C)C)(C)C)C1)(=O)=O.S([O-])(=O)(=O)C.